From a dataset of Peptide-MHC class II binding affinity with 134,281 pairs from IEDB. Regression. Given a peptide amino acid sequence and an MHC pseudo amino acid sequence, predict their binding affinity value. This is MHC class II binding data. (1) The MHC is HLA-DPA10103-DPB10201 with pseudo-sequence HLA-DPA10103-DPB10201. The peptide sequence is LDGNLLSSNDLAKYK. The binding affinity (normalized) is 0.400. (2) The peptide sequence is PAAYAAQGYKVLVLNPSVAA. The MHC is DRB1_0404 with pseudo-sequence DRB1_0404. The binding affinity (normalized) is 0.640.